This data is from Reaction yield outcomes from USPTO patents with 853,638 reactions. The task is: Predict the reaction yield, written as a fraction of the theoretical maximum amount of product (1.0 means a 100% yield; for example, 0.34 means a 34% yield). (1) The reactants are [Br:1][C:2]1[C:10]2[S:9][C:8]([NH:11][C:12]([NH:14][CH2:15][CH3:16])=[O:13])=[N:7][C:6]=2[CH:5]=[C:4](I)[CH:3]=1.[CH3:18][C:19]1([C:40]([O:42][CH2:43][CH3:44])=[O:41])[CH2:24][CH2:23][N:22]([C:25]2[N:30]=[CH:29][C:28](B3OC(C)(C)C(C)(C)O3)=[CH:27][N:26]=2)[CH2:21][CH2:20]1.CO.P([O-])([O-])([O-])=O.[K+].[K+].[K+]. The catalyst is O1CCOCC1.CCOC(C)=O.C1C=CC([P]([Pd]([P](C2C=CC=CC=2)(C2C=CC=CC=2)C2C=CC=CC=2)([P](C2C=CC=CC=2)(C2C=CC=CC=2)C2C=CC=CC=2)[P](C2C=CC=CC=2)(C2C=CC=CC=2)C2C=CC=CC=2)(C2C=CC=CC=2)C2C=CC=CC=2)=CC=1. The product is [Br:1][C:2]1[C:10]2[S:9][C:8]([NH:11][C:12]([NH:14][CH2:15][CH3:16])=[O:13])=[N:7][C:6]=2[CH:5]=[C:4]([C:28]2[CH:27]=[N:26][C:25]([N:22]3[CH2:23][CH2:24][C:19]([CH3:18])([C:40]([O:42][CH2:43][CH3:44])=[O:41])[CH2:20][CH2:21]3)=[N:30][CH:29]=2)[CH:3]=1. The yield is 0.410. (2) The reactants are [NH2:1][OH:2].O.[CH3:4][CH:5]([NH:7][C:8]([C:10]1[S:14][C:13]([S:15](Cl)(=[O:17])=[O:16])=[CH:12][CH:11]=1)=[O:9])[CH3:6].S(Cl)(Cl)(=O)=O. The catalyst is O1CCCC1.C(OCC)C. The product is [OH:2][NH:1][S:15]([C:13]1[S:14][C:10]([C:8]([NH:7][CH:5]([CH3:6])[CH3:4])=[O:9])=[CH:11][CH:12]=1)(=[O:17])=[O:16]. The yield is 0.440. (3) The reactants are [S:1]1[C:9]2[C:4](=[N:5][CH:6]=[CH:7][CH:8]=2)[N:3]=[C:2]1[SH:10].[F:11][C:12]([F:18])=[C:13]([F:17])[CH2:14][CH2:15]Br.C(=O)([O-])[O-].[K+].[K+].O. The catalyst is CN(C)C=O. The product is [F:11][C:12]([F:18])=[C:13]([F:17])[CH2:14][CH2:15][S:10][C:2]1[S:1][C:9]2[C:4]([N:3]=1)=[N:5][CH:6]=[CH:7][CH:8]=2. The yield is 0.640. (4) The reactants are [C:1]([N:5]1[C:9]2=[N:10][C:11](F)=[CH:12][CH:13]=[C:8]2[C:7]([C:15]([OH:17])=O)=[N:6]1)([CH3:4])([CH3:3])[CH3:2].C([N:20](CC)CC)C.CCN=C=N[CH2:30][CH2:31][CH2:32][N:33](C)C.C1C=NC2N(O)N=NC=2C=1.C1(N)CC1. The catalyst is C(Cl)Cl. The product is [CH:32]1([NH:33][C:15]([C:7]2[C:8]3[C:9](=[N:10][C:11]([NH2:20])=[CH:12][CH:13]=3)[N:5]([C:1]([CH3:2])([CH3:3])[CH3:4])[N:6]=2)=[O:17])[CH2:30][CH2:31]1. The yield is 0.270. (5) The reactants are C(OC([N:8]1[C:16]2[C:11](=[CH:12][CH:13]=[CH:14][CH:15]=2)[C:10]([CH:17]([CH3:20])[C:18]#[N:19])=[CH:9]1)=O)(C)(C)C.C(O)(C(F)(F)F)=O. The catalyst is C(Cl)Cl. The product is [NH:8]1[C:16]2[C:11](=[CH:12][CH:13]=[CH:14][CH:15]=2)[C:10]([CH:17]([CH3:20])[C:18]#[N:19])=[CH:9]1. The yield is 0.990. (6) The reactants are [C:1]([C:5]1[C:13]2[C:8](=[CH:9][C:10]([N+:14]([O-])=O)=[CH:11][CH:12]=2)[NH:7][CH:6]=1)([CH3:4])([CH3:3])[CH3:2]. The catalyst is C(O)C.[Ni]. The product is [C:1]([C:5]1[C:13]2[C:8](=[CH:9][C:10]([NH2:14])=[CH:11][CH:12]=2)[NH:7][CH:6]=1)([CH3:4])([CH3:2])[CH3:3]. The yield is 0.773.